This data is from Full USPTO retrosynthesis dataset with 1.9M reactions from patents (1976-2016). The task is: Predict the reactants needed to synthesize the given product. (1) Given the product [NH2:7][C@:8]1([C:13]([NH:15][S:16]([C:19]2[CH:24]=[CH:23][CH:22]=[CH:21][C:20]=2[NH:25][CH:26]([CH3:28])[CH3:27])(=[O:18])=[O:17])=[O:14])[CH2:10][C@H:9]1[CH:11]=[CH2:12], predict the reactants needed to synthesize it. The reactants are: C(OC(=O)[NH:7][C@:8]1([C:13]([NH:15][S:16]([C:19]2[CH:24]=[CH:23][CH:22]=[CH:21][C:20]=2[NH:25][CH:26]([CH3:28])[CH3:27])(=[O:18])=[O:17])=[O:14])[CH2:10][C@H:9]1[CH:11]=[CH2:12])(C)(C)C.Cl. (2) Given the product [Br:1][C:2]1[C:3]([NH:9][CH:10]2[CH2:14][CH2:13][CH2:12][CH2:11]2)=[N:4][C:5]([NH2:15])=[N:6][CH:7]=1, predict the reactants needed to synthesize it. The reactants are: [Br:1][C:2]1[C:3]([NH:9][CH:10]2[CH2:14][CH2:13][CH2:12][CH2:11]2)=[N:4][C:5](Cl)=[N:6][CH:7]=1.[NH4+:15].[OH-].C(O)(C)C. (3) Given the product [Cl:1][C:2]1[CH:3]=[CH:4][C:5]([C:8]([F:13])([F:12])[C:9]([NH:20][CH2:21][C:22]2[CH:23]=[C:24]3[C:28](=[CH:29][CH:30]=2)[C:27](=[O:31])[N:26]([CH:32]2[CH2:37][CH2:36][C:35](=[O:38])[NH:34][C:33]2=[O:39])[CH2:25]3)=[O:11])=[N:6][CH:7]=1, predict the reactants needed to synthesize it. The reactants are: [Cl:1][C:2]1[CH:3]=[CH:4][C:5]([C:8]([F:13])([F:12])[C:9]([OH:11])=O)=[N:6][CH:7]=1.P(Cl)(Cl)(Cl)=O.Cl.[NH2:20][CH2:21][C:22]1[CH:23]=[C:24]2[C:28](=[CH:29][CH:30]=1)[C:27](=[O:31])[N:26]([CH:32]1[CH2:37][CH2:36][C:35](=[O:38])[NH:34][C:33]1=[O:39])[CH2:25]2.C(=O)(O)[O-].[Na+].